Dataset: Reaction yield outcomes from USPTO patents with 853,638 reactions. Task: Predict the reaction yield, written as a fraction of the theoretical maximum amount of product (1.0 means a 100% yield; for example, 0.34 means a 34% yield). (1) The reactants are C(NC(C)C)(C)C.C([Li])CCC.[C:13]1([CH:19]2[CH2:23][CH2:22][CH2:21][C:20]2=[O:24])[CH:18]=[CH:17][CH:16]=[CH:15][CH:14]=1.[C:25](C#N)(=[O:29])[O:26][CH2:27][CH3:28]. The catalyst is C1COCC1. The product is [O:24]=[C:20]1[CH:19]([C:13]2[CH:18]=[CH:17][CH:16]=[CH:15][CH:14]=2)[CH2:23][CH2:22][CH:21]1[C:25]([O:26][CH2:27][CH3:28])=[O:29]. The yield is 0.730. (2) The reactants are C(=O)([O-])[O-].[Na+].[Na+].[ClH:7].FC1C=[CH:13][C:12]([C:15]2[CH:16]=[CH:17][C:18]3[C:22]([C:23]4[CH:24]=[N:25][CH:26]=[CH:27][CH:28]=4)=[CH:21][S:20][C:19]=3[CH:29]=2)=[CH:11][CH:10]=1.[S:30]1C=CC(B(O)O)=C1. The catalyst is C1COCC1.C(OCC)(=O)C. The product is [ClH:7].[S:30]1[CH:10]=[CH:11][C:12]([C:15]2[CH:16]=[CH:17][C:18]3[C:22]([C:23]4[CH:24]=[N:25][CH:26]=[CH:27][CH:28]=4)=[CH:21][S:20][C:19]=3[CH:29]=2)=[CH:13]1. The yield is 0.540. (3) The yield is 0.0500. The product is [CH2:23]([NH:22][C:21]([N:18]1[CH2:19][CH2:20][N:15]([C:5]2[C:4]3[CH:3]=[C:2]4[N:1]=[C:13]([CH3:14])[N:12]([CH2:31][CH3:32])[C:11]4=[CH:10][C:9]=3[N:8]=[CH:7][N:6]=2)[CH2:16][CH2:17]1)=[S:30])[C:24]1[CH:29]=[CH:28][CH:27]=[CH:26][CH:25]=1. The catalyst is CN(C)C=O.O. The reactants are [NH2:1][C:2]1[CH:3]=[C:4]2[C:9](=[CH:10][C:11]=1[NH:12][CH2:13][CH3:14])[N:8]=[CH:7][N:6]=[C:5]2[N:15]1[CH2:20][CH2:19][N:18]([C:21](=[S:30])[NH:22][CH2:23][C:24]2[CH:29]=[CH:28][CH:27]=[CH:26][CH:25]=2)[CH2:17][CH2:16]1.[CH2:31](N(CC)CC)[CH3:32].C(OC(=O)C)(=O)C.[Cl-].[Na+]. (4) The reactants are C(NC(C)C)(C)C.CCCCCC.C([Li])CCC.[F:19][C:20]1[CH:25]=[CH:24][CH:23]=[CH:22][N:21]=1.[F:26][C:27]1([F:51])[CH:31]([O:32][S:33]([C:36]2[CH:41]=[CH:40][C:39]([CH3:42])=[CH:38][CH:37]=2)(=[O:35])=[O:34])[CH2:30][N:29](C(OC(C)(C)C)=O)[C:28]1=O. The catalyst is O1CCCC1.O. The product is [CH3:42][C:39]1[CH:38]=[CH:37][C:36]([S:33]([O:32][CH:31]2[C:27]([F:51])([F:26])[C:28]([C:25]3[C:20]([F:19])=[N:21][CH:22]=[CH:23][CH:24]=3)=[N:29][CH2:30]2)(=[O:35])=[O:34])=[CH:41][CH:40]=1. The yield is 0.510. (5) The reactants are F[C:2]1C=CC(N(C2C=CC(OC3C=CN=CC=3)=CC=2)C(=O)CC(N)=O)=CC=1.Cl[C:29]1[N:34]=[CH:33]N=[C:31]([O:35][C:36]2[CH:41]=[CH:40][C:39]([NH:42][C:43]([NH:45][C:46](=[O:55])[CH2:47][C:48]3[CH:53]=[CH:52][C:51]([F:54])=[CH:50][CH:49]=3)=[S:44])=[CH:38][C:37]=2F)[CH:30]=1. No catalyst specified. The product is [F:54][C:51]1[CH:52]=[CH:53][C:48]([CH2:47][C:46]([NH:45][C:43]([NH:42][C:39]2[CH:40]=[CH:41][C:36]([O:35][C:31]3[CH:2]=[CH:33][N:34]=[CH:29][CH:30]=3)=[CH:37][CH:38]=2)=[S:44])=[O:55])=[CH:49][CH:50]=1. The yield is 0.100. (6) The reactants are [CH:1]1[N:5]=[CH:4][N:3]([CH2:6][C:7]([P:13]([OH:16])([OH:15])=[O:14])([P:9]([OH:12])([OH:11])=[O:10])[OH:8])[CH:2]=1.CN(C=O)C.[OH-].[Na+:23].O. The catalyst is C(O)C. The product is [CH:1]1[N:5]=[CH:4][N:3]([CH2:6][C:7]([P:9]([O-:12])([O-:11])=[O:10])([P:13]([O-:15])([OH:16])=[O:14])[OH:8])[CH:2]=1.[Na+:23].[Na+:23].[Na+:23]. The yield is 0.860. (7) The reactants are [F:1][C:2]1[CH:26]=[C:25]([F:27])[CH:24]=[CH:23][C:3]=1[C:4]([NH:6][C:7]1[CH:12]=[C:11]([O:13][CH2:14][CH2:15][O:16][CH3:17])[CH:10]=[CH:9][C:8]=1/[CH:18]=[CH:19]/[C:20](O)=[O:21])=[O:5].CC1C=CC=C([N+]([O-])=O)C=1C(OC(=O)C1C([N+]([O-])=O)=CC=CC=1C)=O.[CH2:53]([S:58]([NH2:61])(=[O:60])=[O:59])[CH2:54][CH2:55][CH2:56][CH3:57].[Cl-].[NH4+]. The catalyst is C(#N)C.CN(C)C1C=CN=CC=1.C(N(CC)CC)C. The product is [F:1][C:2]1[CH:26]=[C:25]([F:27])[CH:24]=[CH:23][C:3]=1[C:4]([NH:6][C:7]1[CH:12]=[C:11]([O:13][CH2:14][CH2:15][O:16][CH3:17])[CH:10]=[CH:9][C:8]=1/[CH:18]=[CH:19]/[C:20](=[O:21])[NH:61][S:58]([CH2:53][CH2:54][CH2:55][CH2:56][CH3:57])(=[O:60])=[O:59])=[O:5]. The yield is 0.320. (8) The reactants are Br[C:2]1[CH:7]=[C:6]([O:8][CH3:9])[CH:5]=[CH:4][C:3]=1[C:10]([F:13])([F:12])[F:11].C([Li])CCC.[Cl:19][C:20]1[C:25]([CH3:26])=[C:24]([Cl:27])[N:23]=[CH:22][N:21]=1.C(C1C(=O)C(Cl)=C(Cl)C(=O)C=1C#N)#N. The catalyst is C1COCC1.C(Cl)Cl. The product is [Cl:19][C:20]1[C:25]([CH3:26])=[C:24]([Cl:27])[N:23]=[C:22]([C:2]2[CH:7]=[C:6]([O:8][CH3:9])[CH:5]=[CH:4][C:3]=2[C:10]([F:13])([F:12])[F:11])[N:21]=1. The yield is 0.210. (9) The reactants are Cl[C:2]1[C:16]([F:17])=[CH:15][C:5]([CH2:6][N:7]2[C@@H:12]([CH3:13])[CH2:11][O:10][CH2:9][C@@H:8]2[CH3:14])=[C:4]([F:18])[CH:3]=1.[F:19][C:20]1[C:21]([C:27]2[N:31]([CH:32]3[CH2:37][CH2:36][O:35][CH2:34][CH2:33]3)[C:30]([CH3:38])=[N:29][CH:28]=2)=[N:22][C:23]([NH2:26])=[N:24][CH:25]=1.CC(C)([O-])C.[K+].CC(C1C=C(C(C)C)C(C2C=CC=CC=2P(C2CCCCC2)C2CCCCC2)=C(C(C)C)C=1)C. The catalyst is O1CCOCC1.CN(C=O)C.ClCCl.C1C=CC(/C=C/C(/C=C/C2C=CC=CC=2)=O)=CC=1.C1C=CC(/C=C/C(/C=C/C2C=CC=CC=2)=O)=CC=1.C1C=CC(/C=C/C(/C=C/C2C=CC=CC=2)=O)=CC=1.[Pd].[Pd]. The product is [CH3:13][C@@H:12]1[N:7]([CH2:6][C:5]2[C:4]([F:18])=[CH:3][C:2]([NH:26][C:23]3[N:22]=[C:21]([C:27]4[N:31]([CH:32]5[CH2:33][CH2:34][O:35][CH2:36][CH2:37]5)[C:30]([CH3:38])=[N:29][CH:28]=4)[C:20]([F:19])=[CH:25][N:24]=3)=[C:16]([F:17])[CH:15]=2)[C@@H:8]([CH3:14])[CH2:9][O:10][CH2:11]1. The yield is 0.0720.